The task is: Regression. Given two drug SMILES strings and cell line genomic features, predict the synergy score measuring deviation from expected non-interaction effect.. This data is from NCI-60 drug combinations with 297,098 pairs across 59 cell lines. (1) Drug 1: CC12CCC(CC1=CCC3C2CCC4(C3CC=C4C5=CN=CC=C5)C)O. Synergy scores: CSS=39.9, Synergy_ZIP=8.24, Synergy_Bliss=9.51, Synergy_Loewe=11.7, Synergy_HSA=13.3. Cell line: RXF 393. Drug 2: C1=CC(=C2C(=C1NCCNCCO)C(=O)C3=C(C=CC(=C3C2=O)O)O)NCCNCCO. (2) Drug 1: C1=C(C(=O)NC(=O)N1)F. Drug 2: CC1CCC2CC(C(=CC=CC=CC(CC(C(=O)C(C(C(=CC(C(=O)CC(OC(=O)C3CCCCN3C(=O)C(=O)C1(O2)O)C(C)CC4CCC(C(C4)OC)OCCO)C)C)O)OC)C)C)C)OC. Cell line: NCI-H460. Synergy scores: CSS=41.6, Synergy_ZIP=-4.09, Synergy_Bliss=-12.5, Synergy_Loewe=-8.60, Synergy_HSA=-8.44. (3) Drug 1: C1CCN(CC1)CCOC2=CC=C(C=C2)C(=O)C3=C(SC4=C3C=CC(=C4)O)C5=CC=C(C=C5)O. Drug 2: C1=CC=C(C(=C1)C(C2=CC=C(C=C2)Cl)C(Cl)Cl)Cl. Cell line: SNB-75. Synergy scores: CSS=5.25, Synergy_ZIP=-1.87, Synergy_Bliss=-1.16, Synergy_Loewe=0.335, Synergy_HSA=0.253. (4) Drug 1: CN1CCC(CC1)COC2=C(C=C3C(=C2)N=CN=C3NC4=C(C=C(C=C4)Br)F)OC. Drug 2: CC(C)(C#N)C1=CC(=CC(=C1)CN2C=NC=N2)C(C)(C)C#N. Cell line: 786-0. Synergy scores: CSS=6.96, Synergy_ZIP=-2.75, Synergy_Bliss=-1.55, Synergy_Loewe=-1.15, Synergy_HSA=-0.701. (5) Drug 1: C1CC(C1)(C(=O)O)C(=O)O.[NH2-].[NH2-].[Pt+2]. Drug 2: C1=CN(C=N1)CC(O)(P(=O)(O)O)P(=O)(O)O. Cell line: A498. Synergy scores: CSS=2.85, Synergy_ZIP=-0.988, Synergy_Bliss=0.884, Synergy_Loewe=-0.913, Synergy_HSA=-0.209. (6) Drug 1: CC(C)(C#N)C1=CC(=CC(=C1)CN2C=NC=N2)C(C)(C)C#N. Drug 2: C1=NC2=C(N=C(N=C2N1C3C(C(C(O3)CO)O)F)Cl)N. Cell line: CCRF-CEM. Synergy scores: CSS=14.1, Synergy_ZIP=7.71, Synergy_Bliss=2.18, Synergy_Loewe=-48.4, Synergy_HSA=-19.3. (7) Drug 1: CC1CCC2CC(C(=CC=CC=CC(CC(C(=O)C(C(C(=CC(C(=O)CC(OC(=O)C3CCCCN3C(=O)C(=O)C1(O2)O)C(C)CC4CCC(C(C4)OC)O)C)C)O)OC)C)C)C)OC. Drug 2: CC1C(C(CC(O1)OC2CC(CC3=C2C(=C4C(=C3O)C(=O)C5=C(C4=O)C(=CC=C5)OC)O)(C(=O)CO)O)N)O.Cl. Cell line: NCI-H322M. Synergy scores: CSS=36.5, Synergy_ZIP=7.86, Synergy_Bliss=8.77, Synergy_Loewe=11.2, Synergy_HSA=9.92. (8) Drug 1: CC1C(C(=O)NC(C(=O)N2CCCC2C(=O)N(CC(=O)N(C(C(=O)O1)C(C)C)C)C)C(C)C)NC(=O)C3=C4C(=C(C=C3)C)OC5=C(C(=O)C(=C(C5=N4)C(=O)NC6C(OC(=O)C(N(C(=O)CN(C(=O)C7CCCN7C(=O)C(NC6=O)C(C)C)C)C)C(C)C)C)N)C. Drug 2: CC1=C(C(CCC1)(C)C)C=CC(=CC=CC(=CC(=O)O)C)C. Cell line: SF-268. Synergy scores: CSS=36.9, Synergy_ZIP=0.592, Synergy_Bliss=-0.452, Synergy_Loewe=4.20, Synergy_HSA=4.80. (9) Drug 1: C1CCC(CC1)NC(=O)N(CCCl)N=O. Drug 2: CCCCCOC(=O)NC1=NC(=O)N(C=C1F)C2C(C(C(O2)C)O)O. Cell line: OVCAR-8. Synergy scores: CSS=9.61, Synergy_ZIP=-4.07, Synergy_Bliss=-2.98, Synergy_Loewe=-12.9, Synergy_HSA=-4.84. (10) Drug 1: CC1C(C(=O)NC(C(=O)N2CCCC2C(=O)N(CC(=O)N(C(C(=O)O1)C(C)C)C)C)C(C)C)NC(=O)C3=C4C(=C(C=C3)C)OC5=C(C(=O)C(=C(C5=N4)C(=O)NC6C(OC(=O)C(N(C(=O)CN(C(=O)C7CCCN7C(=O)C(NC6=O)C(C)C)C)C)C(C)C)C)N)C. Drug 2: CC1CCCC2(C(O2)CC(NC(=O)CC(C(C(=O)C(C1O)C)(C)C)O)C(=CC3=CSC(=N3)C)C)C. Cell line: SN12C. Synergy scores: CSS=49.9, Synergy_ZIP=0.797, Synergy_Bliss=-0.431, Synergy_Loewe=-4.93, Synergy_HSA=1.84.